From a dataset of Forward reaction prediction with 1.9M reactions from USPTO patents (1976-2016). Predict the product of the given reaction. (1) Given the reactants [C:1]12([C:11](Cl)=[O:12])[CH2:10][CH:5]3[CH2:6][CH:7]([CH2:9][CH:3]([CH2:4]3)[CH2:2]1)[CH2:8]2.BrC(F)(F)C[OH:17].C(N(CC)CC)C, predict the reaction product. The product is: [C:1]12([C:11]([OH:12])=[O:17])[CH2:10][CH:5]3[CH2:6][CH:7]([CH2:9][CH:3]([CH2:4]3)[CH2:2]1)[CH2:8]2. (2) Given the reactants Cl[CH2:2][CH2:3][CH2:4][CH2:5][N:6]1[C:10]2[CH:11]=[CH:12][CH:13]=[CH:14][C:9]=2[N:8]=[CH:7]1.[C:15]1([N:25]2[CH2:30][CH2:29][NH:28][CH2:27][CH2:26]2)[C:24]2[C:19](=[CH:20][CH:21]=[CH:22][CH:23]=2)[CH:18]=[CH:17][CH:16]=1.C(N(C(C)C)CC)(C)C.[I-].[K+], predict the reaction product. The product is: [C:15]1([N:25]2[CH2:30][CH2:29][N:28]([CH2:2][CH2:3][CH2:4][CH2:5][N:6]3[C:10]4[CH:11]=[CH:12][CH:13]=[CH:14][C:9]=4[N:8]=[CH:7]3)[CH2:27][CH2:26]2)[C:24]2[C:19](=[CH:20][CH:21]=[CH:22][CH:23]=2)[CH:18]=[CH:17][CH:16]=1. (3) Given the reactants [N:1]([C@@H:4]([C:14]1[CH:15]=[N:16][C:17]([O:20][CH3:21])=[N:18][CH:19]=1)[CH2:5][O:6][Si:7]([C:10]([CH3:13])([CH3:12])[CH3:11])([CH3:9])[CH3:8])=[N+]=[N-], predict the reaction product. The product is: [Si:7]([O:6][CH2:5][C@H:4]([C:14]1[CH:19]=[N:18][C:17]([O:20][CH3:21])=[N:16][CH:15]=1)[NH2:1])([C:10]([CH3:13])([CH3:12])[CH3:11])([CH3:9])[CH3:8]. (4) Given the reactants C[O:2][C:3](=[O:32])[C:4]1[CH:9]=[C:8]([NH:10][CH:11]2[CH2:16][CH2:15][N:14]([CH2:17][C:18]3[CH:23]=[C:22]([O:24][CH2:25][CH3:26])[C:21]([Cl:27])=[C:20]([O:28][CH2:29][CH3:30])[CH:19]=3)[CH2:13][CH2:12]2)[N:7]=[C:6]([Cl:31])[CH:5]=1.[Li+].[OH-].O.Cl, predict the reaction product. The product is: [Cl:31][C:6]1[CH:5]=[C:4]([CH:9]=[C:8]([NH:10][CH:11]2[CH2:16][CH2:15][N:14]([CH2:17][C:18]3[CH:23]=[C:22]([O:24][CH2:25][CH3:26])[C:21]([Cl:27])=[C:20]([O:28][CH2:29][CH3:30])[CH:19]=3)[CH2:13][CH2:12]2)[N:7]=1)[C:3]([OH:32])=[O:2]. (5) Given the reactants [NH2:1][C:2]1[CH:10]=[CH:9][C:5]([C:6]([NH2:8])=[O:7])=[CH:4][C:3]=1[C:11]1[CH2:16][CH2:15][C:14]([CH3:18])([CH3:17])[CH2:13][CH:12]=1.[K+].[C:20]([C:22]1[N:23]=[C:24]([C:35]([O-])=[O:36])[N:25]([CH2:27][O:28][CH2:29][CH2:30][Si:31]([CH3:34])([CH3:33])[CH3:32])[CH:26]=1)#[N:21], predict the reaction product. The product is: [C:6]([C:5]1[CH:9]=[CH:10][C:2]([NH:1][C:35]([C:24]2[N:25]([CH2:27][O:28][CH2:29][CH2:30][Si:31]([CH3:34])([CH3:33])[CH3:32])[CH:26]=[C:22]([C:20]#[N:21])[N:23]=2)=[O:36])=[C:3]([C:11]2[CH2:16][CH2:15][C:14]([CH3:18])([CH3:17])[CH2:13][CH:12]=2)[CH:4]=1)(=[O:7])[NH2:8]. (6) Given the reactants [C:1](Cl)(=[O:5])[C:2](Cl)=[O:3].ClCCl.[Br:10][C:11]1[CH:12]=[C:13]2[C:17](=[C:18]([CH:20]([CH3:22])[CH3:21])[CH:19]=1)[NH:16][CH:15]=[CH:14]2.[CH3:23][CH2:24][O:25]CC, predict the reaction product. The product is: [Br:10][C:11]1[CH:12]=[C:13]2[C:17](=[C:18]([CH:20]([CH3:22])[CH3:21])[CH:19]=1)[NH:16][CH:15]=[C:14]2[C:1](=[O:5])[C:2]([O:25][CH2:24][CH3:23])=[O:3]. (7) Given the reactants [Si]([O:8][CH2:9][C:10]1([CH3:38])[S:16][CH2:15][CH2:14][N:13]2[C:17]([C:20]3([C:23]4[CH:28]=[CH:27][C:26](B5OC(C)(C)C(C)(C)O5)=[CH:25][CH:24]=4)[CH2:22][CH2:21]3)=[N:18][N:19]=[C:12]2[CH2:11]1)(C(C)(C)C)(C)C.Cl[C:40]1[CH:45]=[C:44](Cl)[N:43]=[CH:42][N:41]=1.[C:47](=O)([O-])[O-:48].[K+].[K+].C(=O)([O-])O.[Na+], predict the reaction product. The product is: [CH3:47][O:48][C:44]1[N:43]=[CH:42][N:41]=[C:40]([C:26]2[CH:25]=[CH:24][C:23]([C:20]3([C:17]4[N:13]5[CH2:14][CH2:15][S:16][C:10]([CH2:9][OH:8])([CH3:38])[CH2:11][C:12]5=[N:19][N:18]=4)[CH2:22][CH2:21]3)=[CH:28][CH:27]=2)[CH:45]=1. (8) Given the reactants Br[C:2]1[CH:3]=[C:4]2[C:8](=[CH:9][CH:10]=1)[NH:7][N:6]=[C:5]2[CH3:11].B1(B2OC(C)(C)C(C)(C)O2)OC(C)(C)C(C)(C)O1.C(P(C12CC3CC(CC(C3)C1)C2)C12CC3CC(CC(C3)C1)C2)CCC.C([O-])(=O)C.[K+].Br[C:61]1[CH:62]=[C:63]([NH:67][C@H:68]([C:77]2[CH:82]=[CH:81][CH:80]=[CH:79][CH:78]=2)[CH2:69][NH:70][S:71]([CH:74]2[CH2:76][CH2:75]2)(=[O:73])=[O:72])[CH:64]=[N:65][CH:66]=1.C(=O)([O-])[O-].[K+].[K+], predict the reaction product. The product is: [CH3:11][C:5]1[C:4]2[C:8](=[CH:9][CH:10]=[C:2]([C:61]3[CH:62]=[C:63]([NH:67][C@H:68]([C:77]4[CH:82]=[CH:81][CH:80]=[CH:79][CH:78]=4)[CH2:69][NH:70][S:71]([CH:74]4[CH2:76][CH2:75]4)(=[O:72])=[O:73])[CH:64]=[N:65][CH:66]=3)[CH:3]=2)[NH:7][N:6]=1.